From a dataset of NCI-60 drug combinations with 297,098 pairs across 59 cell lines. Regression. Given two drug SMILES strings and cell line genomic features, predict the synergy score measuring deviation from expected non-interaction effect. (1) Drug 1: CCC1(CC2CC(C3=C(CCN(C2)C1)C4=CC=CC=C4N3)(C5=C(C=C6C(=C5)C78CCN9C7C(C=CC9)(C(C(C8N6C)(C(=O)OC)O)OC(=O)C)CC)OC)C(=O)OC)O.OS(=O)(=O)O. Drug 2: CN(CCCl)CCCl.Cl. Cell line: SN12C. Synergy scores: CSS=23.5, Synergy_ZIP=-0.646, Synergy_Bliss=1.11, Synergy_Loewe=0.914, Synergy_HSA=-0.128. (2) Drug 1: C1=C(C(=O)NC(=O)N1)F. Drug 2: COC1=NC(=NC2=C1N=CN2C3C(C(C(O3)CO)O)O)N. Cell line: NCI-H460. Synergy scores: CSS=46.7, Synergy_ZIP=2.61, Synergy_Bliss=0.557, Synergy_Loewe=-15.2, Synergy_HSA=1.50. (3) Drug 1: CCC1(CC2CC(C3=C(CCN(C2)C1)C4=CC=CC=C4N3)(C5=C(C=C6C(=C5)C78CCN9C7C(C=CC9)(C(C(C8N6C=O)(C(=O)OC)O)OC(=O)C)CC)OC)C(=O)OC)O.OS(=O)(=O)O. Drug 2: COCCOC1=C(C=C2C(=C1)C(=NC=N2)NC3=CC=CC(=C3)C#C)OCCOC.Cl. Cell line: SF-295. Synergy scores: CSS=1.84, Synergy_ZIP=-0.118, Synergy_Bliss=0.911, Synergy_Loewe=0.217, Synergy_HSA=-0.0899. (4) Drug 1: CC12CCC(CC1=CCC3C2CCC4(C3CC=C4C5=CN=CC=C5)C)O. Cell line: MCF7. Synergy scores: CSS=-8.67, Synergy_ZIP=1.33, Synergy_Bliss=-2.78, Synergy_Loewe=-21.4, Synergy_HSA=-13.3. Drug 2: CC1=CC2C(CCC3(C2CCC3(C(=O)C)OC(=O)C)C)C4(C1=CC(=O)CC4)C. (5) Synergy scores: CSS=2.59, Synergy_ZIP=4.21, Synergy_Bliss=9.20, Synergy_Loewe=1.71, Synergy_HSA=0.704. Drug 1: CC1=CC=C(C=C1)C2=CC(=NN2C3=CC=C(C=C3)S(=O)(=O)N)C(F)(F)F. Cell line: MALME-3M. Drug 2: COCCOC1=C(C=C2C(=C1)C(=NC=N2)NC3=CC=CC(=C3)C#C)OCCOC.Cl. (6) Drug 1: C1=C(C(=O)NC(=O)N1)F. Drug 2: CCC1(C2=C(COC1=O)C(=O)N3CC4=CC5=C(C=CC(=C5CN(C)C)O)N=C4C3=C2)O.Cl. Cell line: A498. Synergy scores: CSS=45.6, Synergy_ZIP=-9.27, Synergy_Bliss=-14.7, Synergy_Loewe=-9.55, Synergy_HSA=-9.55. (7) Drug 1: CC1=C(C(CCC1)(C)C)C=CC(=CC=CC(=CC(=O)O)C)C. Drug 2: CCCCC(=O)OCC(=O)C1(CC(C2=C(C1)C(=C3C(=C2O)C(=O)C4=C(C3=O)C=CC=C4OC)O)OC5CC(C(C(O5)C)O)NC(=O)C(F)(F)F)O. Cell line: U251. Synergy scores: CSS=49.7, Synergy_ZIP=6.34, Synergy_Bliss=5.16, Synergy_Loewe=-5.03, Synergy_HSA=3.42. (8) Drug 1: C1CC(C1)(C(=O)O)C(=O)O.[NH2-].[NH2-].[Pt+2]. Drug 2: CC1=C2C(C(=O)C3(C(CC4C(C3C(C(C2(C)C)(CC1OC(=O)C(C(C5=CC=CC=C5)NC(=O)C6=CC=CC=C6)O)O)OC(=O)C7=CC=CC=C7)(CO4)OC(=O)C)O)C)OC(=O)C. Cell line: BT-549. Synergy scores: CSS=9.91, Synergy_ZIP=-3.48, Synergy_Bliss=2.73, Synergy_Loewe=-1.23, Synergy_HSA=3.16. (9) Drug 1: CC1=C2C(C(=O)C3(C(CC4C(C3C(C(C2(C)C)(CC1OC(=O)C(C(C5=CC=CC=C5)NC(=O)C6=CC=CC=C6)O)O)OC(=O)C7=CC=CC=C7)(CO4)OC(=O)C)O)C)OC(=O)C. Drug 2: C1=NC2=C(N1)C(=S)N=CN2. Cell line: SK-MEL-28. Synergy scores: CSS=25.8, Synergy_ZIP=-11.3, Synergy_Bliss=-8.38, Synergy_Loewe=-5.53, Synergy_HSA=-4.13.